From a dataset of Forward reaction prediction with 1.9M reactions from USPTO patents (1976-2016). Predict the product of the given reaction. (1) Given the reactants [Cl:1][C:2]1[N:7]=[C:6]([NH:8][C@@H:9]2[CH2:13][CH2:12][CH2:11][C@@H:10]2[C:14]([OH:16])=O)[C:5]([F:17])=[CH:4][N:3]=1.CC[N:20](C(C)C)[CH:21]([CH3:23])[CH3:22].CN(C(ON1N=NC2C=CC=CC1=2)=[N+](C)C)C.[B-](F)(F)(F)F.C(N)(C)C, predict the reaction product. The product is: [CH:21]([NH:20][C:14]([C@H:10]1[CH2:11][CH2:12][CH2:13][C@H:9]1[NH:8][C:6]1[C:5]([F:17])=[CH:4][N:3]=[C:2]([Cl:1])[N:7]=1)=[O:16])([CH3:23])[CH3:22]. (2) Given the reactants [Cl:1][C:2]1[CH:3]=[C:4]([NH2:16])[CH:5]=[CH:6][C:7]=1[O:8][C:9]1[CH:14]=[CH:13][N:12]=[C:11](Cl)[CH:10]=1.[CH3:17][N:18]1[CH:22]=[C:21](B2OC(C)(C)C(C)(C)O2)[CH:20]=[N:19]1.C([O-])([O-])=O.[K+].[K+].O, predict the reaction product. The product is: [Cl:1][C:2]1[CH:3]=[C:4]([CH:5]=[CH:6][C:7]=1[O:8][C:9]1[CH:14]=[CH:13][N:12]=[C:11]([C:21]2[CH:20]=[N:19][N:18]([CH3:17])[CH:22]=2)[CH:10]=1)[NH2:16]. (3) Given the reactants [Cl-].[Cl-].[Ca+2].[C:4]([NH:7][C:8]([CH2:19][C:20]1[CH:25]=[CH:24][C:23]([C:26]2[S:27][C:28]3[C:33]([N:34]=2)=[CH:32][CH:31]=[C:30]([C:35]2([C:38]4[CH:43]=[CH:42][CH:41]=[CH:40][CH:39]=4)[CH2:37][CH2:36]2)[N:29]=3)=[C:22]([F:44])[CH:21]=1)([C:14](OCC)=[O:15])[C:9](OCC)=[O:10])(=[O:6])[CH3:5].[BH4-].[Na+].C(Cl)Cl, predict the reaction product. The product is: [F:44][C:22]1[CH:21]=[C:20]([CH:25]=[CH:24][C:23]=1[C:26]1[S:27][C:28]2[C:33]([N:34]=1)=[CH:32][CH:31]=[C:30]([C:35]1([C:38]3[CH:39]=[CH:40][CH:41]=[CH:42][CH:43]=3)[CH2:37][CH2:36]1)[N:29]=2)[CH2:19][C:8]([NH:7][C:4](=[O:6])[CH3:5])([CH2:14][OH:15])[CH2:9][OH:10]. (4) The product is: [Cl:1][C:2]1[CH:7]=[CH:6][CH:5]=[C:4]([CH3:8])[C:3]=1[NH:9][C:10]1[NH:11][C:12]2[C:18]3[CH2:19][C:20]([CH3:22])([CH3:23])[O:21][C:17]=3[C:16]([C:24]([NH:38][C:37]3[CH:39]=[CH:40][CH:41]=[C:35]([C:32]([F:31])([F:34])[CH3:33])[CH:36]=3)=[O:26])=[CH:15][C:13]=2[N:14]=1. Given the reactants [Cl:1][C:2]1[CH:7]=[CH:6][CH:5]=[C:4]([CH3:8])[C:3]=1[NH:9][C:10]1[NH:11][C:12]2[C:18]3[CH2:19][C:20]([CH3:23])([CH3:22])[O:21][C:17]=3[C:16]([C:24]([OH:26])=O)=[CH:15][C:13]=2[N:14]=1.S(Cl)(Cl)=O.[F:31][C:32]([C:35]1[CH:36]=[C:37]([CH:39]=[CH:40][CH:41]=1)[NH2:38])([F:34])[CH3:33].CCN(C(C)C)C(C)C, predict the reaction product. (5) The product is: [Cl:1][C:2]1[CH:7]=[C:6]([O:8][C:9]2[CH:10]=[CH:11][C:12]([Cl:15])=[CH:13][CH:14]=2)[CH:5]=[CH:4][C:3]=1[C:16]([O:25][CH2:30][C:29]#[CH:28])([CH2:23][CH3:24])[CH2:17][N:18]1[CH:22]=[N:21][CH:20]=[N:19]1. Given the reactants [Cl:1][C:2]1[CH:7]=[C:6]([O:8][C:9]2[CH:14]=[CH:13][C:12]([Cl:15])=[CH:11][CH:10]=2)[CH:5]=[CH:4][C:3]=1[C:16]([OH:25])([CH2:23][CH3:24])[CH2:17][N:18]1[CH:22]=[N:21][CH:20]=[N:19]1.[H-].[Na+].[CH2:28](Br)[C:29]#[CH:30].[Cl-].[Na+], predict the reaction product. (6) The product is: [N:14]1([C:12]([C:11]2[CH:10]=[CH:9][C:4]([C:5]([O:7][CH3:8])=[O:6])=[CH:3][C:2]=2[C:24]#[C:23][Si:20]([CH3:22])([CH3:21])[CH3:19])=[O:13])[CH2:18][CH2:17][CH2:16][CH2:15]1. Given the reactants Br[C:2]1[CH:3]=[C:4]([CH:9]=[CH:10][C:11]=1[C:12]([N:14]1[CH2:18][CH2:17][CH2:16][CH2:15]1)=[O:13])[C:5]([O:7][CH3:8])=[O:6].[CH3:19][Si:20]([C:23]#[CH:24])([CH3:22])[CH3:21], predict the reaction product. (7) The product is: [F:6][C:7]1[C:12]([CH:13]=[CH2:1])=[C:11]([OH:15])[C:10]([O:16][CH3:17])=[CH:9][CH:8]=1. Given the reactants [CH2:1]([Li])CCC.[F:6][C:7]1[C:12]([CH:13]=O)=[C:11]([OH:15])[C:10]([O:16][CH3:17])=[CH:9][CH:8]=1.Cl.C(OCC)(=O)C, predict the reaction product.